Predict the reaction yield, written as a fraction of the theoretical maximum amount of product (1.0 means a 100% yield; for example, 0.34 means a 34% yield). From a dataset of Reaction yield outcomes from USPTO patents with 853,638 reactions. (1) The reactants are Br[C:2]1[C:3]([F:14])=[CH:4][N:5]=[C:6]2[C:11]=1[N:10]=[C:9]([O:12][CH3:13])[CH:8]=[CH:7]2.[O-]P([O-])([O-])=O.[K+].[K+].[K+].[CH2:23]([O:30][C:31](=[O:37])[NH:32][CH:33]1[CH2:36][NH:35][CH2:34]1)[C:24]1[CH:29]=[CH:28][CH:27]=[CH:26][CH:25]=1. The catalyst is C([O-])(=O)C.[Pd+2].C([O-])(=O)C.C1C=CC(P(C2C(OC3C(P(C4C=CC=CC=4)C4C=CC=CC=4)=CC=CC=3)=CC=CC=2)C2C=CC=CC=2)=CC=1. The product is [CH2:23]([O:30][C:31](=[O:37])[NH:32][CH:33]1[CH2:36][N:35]([C:2]2[C:11]3[C:6](=[CH:7][CH:8]=[C:9]([O:12][CH3:13])[N:10]=3)[N:5]=[CH:4][C:3]=2[F:14])[CH2:34]1)[C:24]1[CH:29]=[CH:28][CH:27]=[CH:26][CH:25]=1. The yield is 0.850. (2) The reactants are [CH2:1]([O:8][C:9]1[CH:14]=[CH:13][N:12]=[CH:11][C:10]=1Br)[C:2]1[CH:7]=[CH:6][CH:5]=[CH:4][CH:3]=1.C([Mg]Cl)(C)C.[CH2:21]([N:26]1[C:34]2[C:29](=[CH:30][CH:31]=[CH:32][CH:33]=2)[C:28](=[O:35])[C:27]1=[O:36])[CH2:22][CH2:23][CH2:24][CH3:25]. The catalyst is O1CCCC1. The product is [CH2:1]([O:8][C:9]1[CH:14]=[CH:13][N:12]=[CH:11][C:10]=1[C:28]1([OH:35])[C:29]2[C:34](=[CH:33][CH:32]=[CH:31][CH:30]=2)[N:26]([CH2:21][CH2:22][CH2:23][CH2:24][CH3:25])[C:27]1=[O:36])[C:2]1[CH:7]=[CH:6][CH:5]=[CH:4][CH:3]=1. The yield is 0.400. (3) The reactants are [NH2:1][C:2]1[N:3]([CH3:24])[C:4](=[O:23])[C:5]2([C:15]3[C:10](=[CH:11][CH:12]=[C:13](Br)[CH:14]=3)[O:9][CH:8]([C:17]3[CH:22]=[CH:21][CH:20]=[CH:19][CH:18]=3)[CH2:7]2)[N:6]=1.[CH:25]1([C:28]2[CH:29]=[C:30](B3OC(C)(C)C(C)(C)O3)[CH:31]=[CH:32][CH:33]=2)[CH2:27][CH2:26]1. The catalyst is O1CCOCC1.C([O-])([O-])=O.[Cs+].[Cs+].Cl[Pd](Cl)([P](C1C=CC=CC=1)(C1C=CC=CC=1)C1C=CC=CC=1)[P](C1C=CC=CC=1)(C1C=CC=CC=1)C1C=CC=CC=1. The product is [NH2:1][C:2]1[N:3]([CH3:24])[C:4](=[O:23])[C:5]2([C:15]3[C:10](=[CH:11][CH:12]=[C:13]([C:32]4[CH:31]=[CH:30][CH:29]=[C:28]([CH:25]5[CH2:27][CH2:26]5)[CH:33]=4)[CH:14]=3)[O:9][CH:8]([C:17]3[CH:22]=[CH:21][CH:20]=[CH:19][CH:18]=3)[CH2:7]2)[N:6]=1. The yield is 0.0300. (4) The reactants are [Br:1][C:2]1[CH:7]=[CH:6][C:5]([C:8]([CH3:15])([CH3:14])[C:9](OCC)=[O:10])=[CH:4][CH:3]=1.[H-].[H-].[H-].[H-].[Li+].[Al+3].O.Cl. The catalyst is C1COCC1. The product is [Br:1][C:2]1[CH:3]=[CH:4][C:5]([C:8]([CH3:15])([CH3:14])[CH2:9][OH:10])=[CH:6][CH:7]=1. The yield is 0.890.